From a dataset of Full USPTO retrosynthesis dataset with 1.9M reactions from patents (1976-2016). Predict the reactants needed to synthesize the given product. (1) Given the product [CH3:9][C:7]1([CH3:8])[C:3]([CH3:22])([CH3:2])[O:4][B:5]([C:10]2[CH:11]=[CH:12][C:13]([N:16]3[CH2:17][CH2:18][N:19]([C:29](=[O:31])[CH3:30])[CH2:20][CH2:21]3)=[CH:14][CH:15]=2)[O:6]1, predict the reactants needed to synthesize it. The reactants are: Cl.[CH3:2][C:3]1([CH3:22])[C:7]([CH3:9])([CH3:8])[O:6][B:5]([C:10]2[CH:15]=[CH:14][C:13]([N:16]3[CH2:21][CH2:20][NH:19][CH2:18][CH2:17]3)=[CH:12][CH:11]=2)[O:4]1.C(=O)([O-])[O-].[Cs+].[Cs+].[C:29](Cl)(=[O:31])[CH3:30]. (2) Given the product [C:1]([NH:6][CH2:8][CH2:7][CH2:13][S:10]([OH:12])(=[O:11])=[O:9])([CH2:4][CH3:5])([CH3:3])[CH3:2], predict the reactants needed to synthesize it. The reactants are: [C:1]([NH2:6])([CH2:4][CH3:5])([CH3:3])[CH3:2].[CH2:7]1[CH2:13][S:10](=[O:12])(=[O:11])[O:9][CH2:8]1. (3) Given the product [F:1][C:2]1[CH:10]=[C:9]2[C:5]([C:6]([C:20]3[CH:21]=[N:22][N:23]([CH2:25][CH:26]4[CH2:27][CH2:72][O:71][CH2:70][CH2:31]4)[CH:24]=3)=[CH:7][N:8]2[S:11]([C:14]2[CH:15]=[CH:16][CH:17]=[CH:18][CH:19]=2)(=[O:12])=[O:13])=[CH:4][CH:3]=1, predict the reactants needed to synthesize it. The reactants are: [F:1][C:2]1[CH:10]=[C:9]2[C:5]([C:6]([C:20]3[CH:21]=[N:22][N:23]([CH2:25][CH:26]4[CH2:31]CN(C(OC(C)(C)C)=O)C[CH2:27]4)[CH:24]=3)=[CH:7][N:8]2[S:11]([C:14]2[CH:19]=[CH:18][CH:17]=[CH:16][CH:15]=2)(=[O:13])=[O:12])=[CH:4][CH:3]=1.FC1C=C2C(=CC=1F)NC=C2C1C=NN(CC2CCNCC2)C=1.CS(OCC1C[CH2:72][O:71][CH2:70]C1)(=O)=O.